Dataset: NCI-60 drug combinations with 297,098 pairs across 59 cell lines. Task: Regression. Given two drug SMILES strings and cell line genomic features, predict the synergy score measuring deviation from expected non-interaction effect. (1) Drug 1: CC1=C2C(C(=O)C3(C(CC4C(C3C(C(C2(C)C)(CC1OC(=O)C(C(C5=CC=CC=C5)NC(=O)OC(C)(C)C)O)O)OC(=O)C6=CC=CC=C6)(CO4)OC(=O)C)O)C)O. Drug 2: CCN(CC)CCCC(C)NC1=C2C=C(C=CC2=NC3=C1C=CC(=C3)Cl)OC. Cell line: TK-10. Synergy scores: CSS=14.8, Synergy_ZIP=0.523, Synergy_Bliss=6.88, Synergy_Loewe=6.44, Synergy_HSA=6.83. (2) Drug 1: C1C(C(OC1N2C=C(C(=O)NC2=O)F)CO)O. Drug 2: CC1=C(C(=O)C2=C(C1=O)N3CC4C(C3(C2COC(=O)N)OC)N4)N. Cell line: NCI-H226. Synergy scores: CSS=26.1, Synergy_ZIP=-0.827, Synergy_Bliss=6.46, Synergy_Loewe=-6.71, Synergy_HSA=2.95. (3) Drug 1: C1=CC(=CC=C1CC(C(=O)O)N)N(CCCl)CCCl.Cl. Drug 2: CCN(CC)CCNC(=O)C1=C(NC(=C1C)C=C2C3=C(C=CC(=C3)F)NC2=O)C. Cell line: HCT-15. Synergy scores: CSS=18.4, Synergy_ZIP=-2.94, Synergy_Bliss=2.01, Synergy_Loewe=-2.49, Synergy_HSA=-1.54. (4) Drug 1: CC12CCC(CC1=CCC3C2CCC4(C3CC=C4C5=CN=CC=C5)C)O. Synergy scores: CSS=14.4, Synergy_ZIP=-0.860, Synergy_Bliss=2.60, Synergy_Loewe=-0.0962, Synergy_HSA=3.46. Drug 2: C1=CC(=CC=C1CCC2=CNC3=C2C(=O)NC(=N3)N)C(=O)NC(CCC(=O)O)C(=O)O. Cell line: MALME-3M. (5) Drug 2: C(CCl)NC(=O)N(CCCl)N=O. Cell line: MCF7. Drug 1: CC1=CC=C(C=C1)C2=CC(=NN2C3=CC=C(C=C3)S(=O)(=O)N)C(F)(F)F. Synergy scores: CSS=-3.26, Synergy_ZIP=-1.35, Synergy_Bliss=-5.90, Synergy_Loewe=-5.03, Synergy_HSA=-5.46. (6) Drug 1: C1C(C(OC1N2C=C(C(=O)NC2=O)F)CO)O. Drug 2: CC1C(C(CC(O1)OC2CC(CC3=C2C(=C4C(=C3O)C(=O)C5=CC=CC=C5C4=O)O)(C(=O)C)O)N)O. Cell line: SK-MEL-5. Synergy scores: CSS=71.6, Synergy_ZIP=-0.704, Synergy_Bliss=-0.308, Synergy_Loewe=3.30, Synergy_HSA=4.55. (7) Drug 1: CCC1(C2=C(COC1=O)C(=O)N3CC4=CC5=C(C=CC(=C5CN(C)C)O)N=C4C3=C2)O.Cl. Drug 2: C(CCl)NC(=O)N(CCCl)N=O. Cell line: COLO 205. Synergy scores: CSS=44.5, Synergy_ZIP=-9.49, Synergy_Bliss=-4.79, Synergy_Loewe=-13.5, Synergy_HSA=0.530. (8) Drug 1: CC1=C(N=C(N=C1N)C(CC(=O)N)NCC(C(=O)N)N)C(=O)NC(C(C2=CN=CN2)OC3C(C(C(C(O3)CO)O)O)OC4C(C(C(C(O4)CO)O)OC(=O)N)O)C(=O)NC(C)C(C(C)C(=O)NC(C(C)O)C(=O)NCCC5=NC(=CS5)C6=NC(=CS6)C(=O)NCCC[S+](C)C)O. Drug 2: CC1=C(C(=O)C2=C(C1=O)N3CC4C(C3(C2COC(=O)N)OC)N4)N. Cell line: DU-145. Synergy scores: CSS=58.6, Synergy_ZIP=-3.88, Synergy_Bliss=-3.76, Synergy_Loewe=-0.0254, Synergy_HSA=2.51. (9) Drug 1: CC1C(C(=O)NC(C(=O)N2CCCC2C(=O)N(CC(=O)N(C(C(=O)O1)C(C)C)C)C)C(C)C)NC(=O)C3=C4C(=C(C=C3)C)OC5=C(C(=O)C(=C(C5=N4)C(=O)NC6C(OC(=O)C(N(C(=O)CN(C(=O)C7CCCN7C(=O)C(NC6=O)C(C)C)C)C)C(C)C)C)N)C. Drug 2: C1CN(CCN1C(=O)CCBr)C(=O)CCBr. Synergy scores: CSS=14.4, Synergy_ZIP=-7.80, Synergy_Bliss=-5.56, Synergy_Loewe=-2.42, Synergy_HSA=-1.75. Cell line: HCT-15.